Dataset: Catalyst prediction with 721,799 reactions and 888 catalyst types from USPTO. Task: Predict which catalyst facilitates the given reaction. (1) Reactant: [Cl:1][C:2]1[C:11]([CH2:12][C:13]2[CH:18]=[CH:17][C:16]([O:19][CH2:20][CH3:21])=[CH:15][CH:14]=2)=[CH:10][C:9]([C@H:22]2[C@H:27]([O:28]CC3C=CC=CC=3)[C@@H:26]([O:36]CC3C=CC=CC=3)[C@H:25]([O:44]CC3C=CC=CC=3)[C@@H:24]([CH2:52][O:53]CC3C=CC=CC=3)[O:23]2)=[C:8]2[C:3]=1[CH2:4][CH2:5][CH2:6][O:7]2. Product: [Cl:1][C:2]1[C:11]([CH2:12][C:13]2[CH:18]=[CH:17][C:16]([O:19][CH2:20][CH3:21])=[CH:15][CH:14]=2)=[CH:10][C:9]([C@H:22]2[C@H:27]([OH:28])[C@@H:26]([OH:36])[C@H:25]([OH:44])[C@@H:24]([CH2:52][OH:53])[O:23]2)=[C:8]2[C:3]=1[CH2:4][CH2:5][CH2:6][O:7]2. The catalyst class is: 358. (2) Reactant: [F:1][C:2]1[CH:7]=[CH:6][C:5]([C:8]2[C:16]3[C:11](=[CH:12][CH:13]=[C:14]([C:17]#[C:18][C:19]4[CH:24]=[CH:23][CH:22]=[CH:21][CH:20]=4)[CH:15]=3)[NH:10][N:9]=2)=[CH:4][CH:3]=1.N1C2C(=CC=CC=2)C=CC=1. Product: [C:19]1(/[CH:18]=[CH:17]\[C:14]2[CH:15]=[C:16]3[C:11](=[CH:12][CH:13]=2)[NH:10][N:9]=[C:8]3[C:5]2[CH:4]=[CH:3][C:2]([F:1])=[CH:7][CH:6]=2)[CH:20]=[CH:21][CH:22]=[CH:23][CH:24]=1. The catalyst class is: 78.